This data is from Forward reaction prediction with 1.9M reactions from USPTO patents (1976-2016). The task is: Predict the product of the given reaction. (1) The product is: [Cl:1][C:2]1[CH:3]=[C:4]([C:5]([C:12]2[CH:17]=[CH:16][CH:15]=[CH:14][CH:13]=2)=[O:6])[CH:8]=[CH:9][C:10]=1[F:11]. Given the reactants [Cl:1][C:2]1[CH:3]=[C:4]([CH:8]=[CH:9][C:10]=1[F:11])[C:5](Cl)=[O:6].[CH:12]1[CH:17]=[CH:16][CH:15]=[CH:14][CH:13]=1, predict the reaction product. (2) Given the reactants [N:1]1[C:6]2=[N:7][N:8]3[CH:13]=[CH:12][CH:11]=[CH:10][C:9]3=[C:5]2[C:4]([NH2:14])=[N:3][CH:2]=1.[Br:15][C:16]1[CH:21]=[CH:20][C:19]([N:22]=[C:23]=[O:24])=[CH:18][CH:17]=1, predict the reaction product. The product is: [Br:15][C:16]1[CH:21]=[CH:20][C:19]([NH:22][C:23]([NH:14][C:4]2[C:5]3[C:6](=[N:7][N:8]4[CH:13]=[CH:12][CH:11]=[CH:10][C:9]=34)[N:1]=[CH:2][N:3]=2)=[O:24])=[CH:18][CH:17]=1. (3) Given the reactants [NH2:1][CH2:2][C@@H:3]1[C@H:7]([OH:8])[CH2:6][N:5]([CH2:9][CH2:10][N:11]2[C:20]3[C:15](=[CH:16][CH:17]=[C:18]([F:21])[CH:19]=3)[CH:14]=[CH:13][C:12]2=[O:22])[CH2:4]1.[O:23]=[C:24]1[CH2:29][O:28][C:27]2[CH:30]=[CH:31][C:32]([CH:34]=O)=[N:33][C:26]=2[NH:25]1.C(O[BH-](OC(=O)C)OC(=O)C)(=O)C.[Na+].Cl.C1(N)C(F)=C(F)C(F)=C(N)C=1F.Cl.Cl, predict the reaction product. The product is: [F:21][C:18]1[CH:19]=[C:20]2[C:15]([CH:14]=[CH:13][C:12](=[O:22])[N:11]2[CH2:10][CH2:9][N:5]2[CH2:6][C@@H:7]([OH:8])[C@@H:3]([CH2:2][NH:1][CH2:34][C:32]3[CH:31]=[CH:30][C:27]4[O:28][CH2:29][C:24](=[O:23])[NH:25][C:26]=4[N:33]=3)[CH2:4]2)=[CH:16][CH:17]=1. (4) Given the reactants C([O:3][C:4]([C:6]1[N:7]([C:26]2[CH:31]=[CH:30][C:29]([O:32][CH:33]3[CH2:37][CH2:36][CH2:35][CH2:34]3)=[CH:28][CH:27]=2)[C:8]2[C:13]([C:14]=1I)=[CH:12][C:11]([C:16]1[CH:21]=[CH:20][C:19]([C:22]([F:25])([F:24])[F:23])=[CH:18][CH:17]=1)=[CH:10][CH:9]=2)=[O:5])C.[CH:38]([C:40]1[CH:45]=[CH:44][N:43]=[CH:42][CH:41]=1)=[CH2:39].C([O-])([O-])=O.[Cs+].[Cs+].CN(C=O)C, predict the reaction product. The product is: [CH:33]1([O:32][C:29]2[CH:30]=[CH:31][C:26]([N:7]3[C:8]4[C:13](=[CH:12][C:11]([C:16]5[CH:21]=[CH:20][C:19]([C:22]([F:23])([F:24])[F:25])=[CH:18][CH:17]=5)=[CH:10][CH:9]=4)[C:14]([CH2:39][CH2:38][C:40]4[CH:45]=[CH:44][N:43]=[CH:42][CH:41]=4)=[C:6]3[C:4]([OH:3])=[O:5])=[CH:27][CH:28]=2)[CH2:37][CH2:36][CH2:35][CH2:34]1. (5) Given the reactants N#N.C(O)C.Cl.[NH2:7][C:8]1[CH:13]=[CH:12][CH:11]=[CH:10][C:9]=1B(O)O.[CH3:17][O:18][C:19](=[O:27])[CH2:20][C:21]1[S:22][C:23](Br)=[CH:24][CH:25]=1, predict the reaction product. The product is: [CH3:17][O:18][C:19](=[O:27])[CH2:20][C:21]1[S:22][C:23]([C:9]2[CH:10]=[CH:11][CH:12]=[CH:13][C:8]=2[NH2:7])=[CH:24][CH:25]=1. (6) Given the reactants [Cl:1][C:2]1[C:3]([O:12][C:13]2[CH:18]=[C:17]([O:19][CH:20]([CH3:22])[CH3:21])[CH:16]=[CH:15][C:14]=2/[CH:23]=[C:24](\[CH3:28])/[C:25]([OH:27])=O)=[N:4][CH:5]=[C:6]([C:8]([F:11])([F:10])[F:9])[CH:7]=1.Cl.C(N=C=NCCCN(C)C)C.[CH2:41]([NH:46][S:47]([NH2:50])(=[O:49])=[O:48])[CH2:42][CH2:43][CH2:44][CH3:45].Cl, predict the reaction product. The product is: [Cl:1][C:2]1[C:3]([O:12][C:13]2[CH:18]=[C:17]([O:19][CH:20]([CH3:22])[CH3:21])[CH:16]=[CH:15][C:14]=2/[CH:23]=[C:24](\[CH3:28])/[C:25]([NH:50][S:47]([NH:46][CH2:41][CH2:42][CH2:43][CH2:44][CH3:45])(=[O:49])=[O:48])=[O:27])=[N:4][CH:5]=[C:6]([C:8]([F:9])([F:11])[F:10])[CH:7]=1. (7) Given the reactants [CH2:1]([O:8][C:9]1[CH:14]=[C:13](I)[CH:12]=[CH:11][C:10]=1[N:16]1[S:20](=[O:22])(=[O:21])[N:19]([CH2:23][CH2:24][Si:25]([CH3:28])([CH3:27])[CH3:26])[C:18](=[O:29])[CH2:17]1)[C:2]1[CH:7]=[CH:6][CH:5]=[CH:4][CH:3]=1.I[CH2:31][C:32]([CH3:37])([CH3:36])[CH2:33][C:34]#[N:35], predict the reaction product. The product is: [CH2:1]([O:8][C:9]1[CH:14]=[C:13]([CH2:31][C:32]([CH3:37])([CH3:36])[CH2:33][C:34]#[N:35])[CH:12]=[CH:11][C:10]=1[N:16]1[CH2:17][C:18](=[O:29])[N:19]([CH2:23][CH2:24][Si:25]([CH3:28])([CH3:27])[CH3:26])[S:20]1(=[O:22])=[O:21])[C:2]1[CH:7]=[CH:6][CH:5]=[CH:4][CH:3]=1.